Dataset: CYP3A4 inhibition data for predicting drug metabolism from PubChem BioAssay. Task: Regression/Classification. Given a drug SMILES string, predict its absorption, distribution, metabolism, or excretion properties. Task type varies by dataset: regression for continuous measurements (e.g., permeability, clearance, half-life) or binary classification for categorical outcomes (e.g., BBB penetration, CYP inhibition). Dataset: cyp3a4_veith. (1) The drug is COC(=O)C[C@@H]1O[C@H]1[C@H](C)[C@@H](OC)C(C)C. The result is 1 (inhibitor). (2) The drug is Cc1cc(=O)n2c3ccccc3n(CC(O)CN3CCCCC3)c2c1C#N. The result is 0 (non-inhibitor). (3) The molecule is CN(C)CC(CN(C)C)c1ccccn1. The result is 0 (non-inhibitor). (4) The compound is Cc1ccc(-n2ccc(=O)c(-c3ccnc(SCc4cccc(Cl)c4)n3)n2)cc1. The result is 1 (inhibitor). (5) The drug is Cc1ccc(-c2nc3ccccc3[nH]2)cc1NC(=O)c1ccc2c(c1)OCO2. The result is 1 (inhibitor). (6) The molecule is Cc1ccc(S(=O)(=O)N/N=C/c2ccc(OC3CSC3)cc2)cc1. The result is 0 (non-inhibitor).